Regression. Given a peptide amino acid sequence and an MHC pseudo amino acid sequence, predict their binding affinity value. This is MHC class II binding data. From a dataset of Peptide-MHC class II binding affinity with 134,281 pairs from IEDB. (1) The peptide sequence is SAHCIGITDRDFIEG. The MHC is DRB1_0901 with pseudo-sequence DRB1_0901. The binding affinity (normalized) is 0.418. (2) The peptide sequence is ETALKKAITAMSEAQKAAKP. The MHC is HLA-DQA10501-DQB10201 with pseudo-sequence HLA-DQA10501-DQB10201. The binding affinity (normalized) is 0.132. (3) The peptide sequence is RNNTFKPFAEYKSDY. The binding affinity (normalized) is 0.544. The MHC is DRB5_0101 with pseudo-sequence DRB5_0101. (4) The peptide sequence is EGTVDFIFGEARSLY. The MHC is HLA-DQA10102-DQB10602 with pseudo-sequence HLA-DQA10102-DQB10602. The binding affinity (normalized) is 0.335. (5) The peptide sequence is VDRDTARRHLAEGKV. The MHC is DRB1_1101 with pseudo-sequence DRB1_1101. The binding affinity (normalized) is 0.163. (6) The binding affinity (normalized) is 0.225. The peptide sequence is MSSKFPELGMNASHC. The MHC is DRB1_1201 with pseudo-sequence DRB1_1201. (7) The peptide sequence is TLIFKGEKKLNNLDP. The MHC is DRB1_0101 with pseudo-sequence DRB1_0101. The binding affinity (normalized) is 0.211. (8) The peptide sequence is NRASLMQLISTNVFG. The MHC is DRB1_1101 with pseudo-sequence DRB1_1101. The binding affinity (normalized) is 0.0694. (9) The binding affinity (normalized) is 0.0268. The MHC is HLA-DPA10201-DPB10101 with pseudo-sequence HLA-DPA10201-DPB10101. The peptide sequence is RVVHLYRNGKDQDGD. (10) The peptide sequence is AAPGAGYTPATPAAP. The MHC is HLA-DQA10401-DQB10402 with pseudo-sequence HLA-DQA10401-DQB10402. The binding affinity (normalized) is 0.0981.